This data is from Forward reaction prediction with 1.9M reactions from USPTO patents (1976-2016). The task is: Predict the product of the given reaction. (1) Given the reactants [Si:1]([O:8][C:9]1[CH:27]=[CH:26][C:12]2[NH:13][C:14](=[N:16][C:17](=[O:25])[C:18]3[CH:23]=[CH:22][C:21]([CH3:24])=[CH:20][CH:19]=3)[S:15][C:11]=2[CH:10]=1)([C:4]([CH3:7])([CH3:6])[CH3:5])([CH3:3])[CH3:2].C(=O)([O-])[O-].[K+].[K+].Br[CH:35]([CH2:40][CH3:41])[C:36]([O:38][CH3:39])=[O:37], predict the reaction product. The product is: [Si:1]([O:8][C:9]1[CH:27]=[CH:26][C:12]2[N:13]([CH:35]([CH2:40][CH3:41])[C:36]([O:38][CH3:39])=[O:37])[C:14](=[N:16][C:17](=[O:25])[C:18]3[CH:19]=[CH:20][C:21]([CH3:24])=[CH:22][CH:23]=3)[S:15][C:11]=2[CH:10]=1)([C:4]([CH3:7])([CH3:5])[CH3:6])([CH3:3])[CH3:2]. (2) Given the reactants [Br:1][C:2]1[N:7]=[C:6]([CH2:8]O)[CH:5]=[CH:4][CH:3]=1.[C:10]1(=[O:20])[NH:14][C:13](=[O:15])[C:12]2=[CH:16][CH:17]=[CH:18][CH:19]=[C:11]12.C1(P(C2C=CC=CC=2)C2C=CC=CC=2)C=CC=CC=1.N(C(N1CCCCC1)=O)=NC(N1CCCCC1)=O.C(O)(C(F)(F)F)=O, predict the reaction product. The product is: [Br:1][C:2]1[N:7]=[C:6]([CH2:8][N:14]2[C:10](=[O:20])[C:11]3[C:12](=[CH:16][CH:17]=[CH:18][CH:19]=3)[C:13]2=[O:15])[CH:5]=[CH:4][CH:3]=1. (3) Given the reactants [Cl:1][C:2]1[N:7]=[CH:6][C:5]([C:8]#[C:9][CH2:10][CH2:11][N:12]2[CH:16]=[CH:15][N:14]=[N:13]2)=[CH:4][N:3]=1, predict the reaction product. The product is: [Cl:1][C:2]1[N:7]=[CH:6][C:5]([CH2:8][CH2:9][CH2:10][CH2:11][N:12]2[CH:16]=[CH:15][N:14]=[N:13]2)=[CH:4][N:3]=1. (4) Given the reactants [C:1]([C:5]1[N:6]=[C:7]([N:43]2[CH2:47][CH2:46][C:45]([F:49])([F:48])[CH2:44]2)[C:8]2[C:9](=[N:11][N:12]([CH2:14][C:15]3[C:16]([C:39]([F:42])([F:41])[F:40])=[N:17][N:18](C(C4C=CC=CC=4)(C4C=CC=CC=4)C4C=CC=CC=4)[CH:19]=3)[N:13]=2)[N:10]=1)([CH3:4])([CH3:3])[CH3:2].C([SiH](CC)CC)C, predict the reaction product. The product is: [C:1]([C:5]1[N:6]=[C:7]([N:43]2[CH2:47][CH2:46][C:45]([F:48])([F:49])[CH2:44]2)[C:8]2[C:9](=[N:11][N:12]([CH2:14][C:15]3[C:16]([C:39]([F:40])([F:41])[F:42])=[N:17][NH:18][CH:19]=3)[N:13]=2)[N:10]=1)([CH3:4])([CH3:2])[CH3:3]. (5) Given the reactants [CH3:1][N:2]1[C:10]2[C:5](=[CH:6][C:7]([C:11]3[N:16]=[C:15]([OH:17])[CH:14]=[CH:13][N:12]=3)=[CH:8][CH:9]=2)[CH:4]=[N:3]1.C(N(CC)CC)C.[F:25][C:26]([F:39])([F:38])[S:27](O[S:27]([C:26]([F:39])([F:38])[F:25])(=[O:29])=[O:28])(=[O:29])=[O:28], predict the reaction product. The product is: [F:25][C:26]([F:39])([F:38])[S:27]([O:17][C:15]1[CH:14]=[CH:13][N:12]=[C:11]([C:7]2[CH:6]=[C:5]3[C:10](=[CH:9][CH:8]=2)[N:2]([CH3:1])[N:3]=[CH:4]3)[N:16]=1)(=[O:29])=[O:28]. (6) Given the reactants [C:1]1([C:22]2[CH:27]=[CH:26][CH:25]=[CH:24][CH:23]=2)[CH:6]=[CH:5][C:4]([NH:7][C:8]2[CH:13]=[N:12][CH:11]=[C:10]3[S:14][C:15]([C:17](=[O:21])[CH2:18][C:19]#[N:20])=[CH:16][C:9]=23)=[CH:3][CH:2]=1.[CH:28]([N:31]=[C:32]=[O:33])([CH3:30])[CH3:29], predict the reaction product. The product is: [C:1]1([C:22]2[CH:23]=[CH:24][CH:25]=[CH:26][CH:27]=2)[CH:6]=[CH:5][C:4]([NH:7][C:8]2[CH:13]=[N:12][CH:11]=[C:10]3[S:14][C:15]([C:17](=[O:21])[CH:18]([C:19]#[N:20])[C:32]([NH:31][CH:28]([CH3:30])[CH3:29])=[O:33])=[CH:16][C:9]=23)=[CH:3][CH:2]=1. (7) Given the reactants C(N1C=CN=C1)([N:3]1C=CN=C1)=O.[C:13]([O:17][C:18]([N:20]1[CH:26]([C:27]([OH:29])=O)[CH2:25][C:22]2([CH2:24][CH2:23]2)[CH2:21]1)=[O:19])([CH3:16])([CH3:15])[CH3:14].N, predict the reaction product. The product is: [C:27]([CH:26]1[CH2:25][C:22]2([CH2:24][CH2:23]2)[CH2:21][N:20]1[C:18]([O:17][C:13]([CH3:16])([CH3:15])[CH3:14])=[O:19])(=[O:29])[NH2:3]. (8) Given the reactants Br[C:2]1[CH:7]=[CH:6][C:5]([C:8]2[CH:12]=[CH:11][N:10]([CH2:13][CH2:14][C:15]([OH:17])=[O:16])[C:9]=2[C:18]2[CH:23]=[CH:22][C:21]([C:24]#[N:25])=[CH:20][C:19]=2[CH3:26])=[CH:4][CH:3]=1.[NH:27]1[CH:31]=[CH:30][N:29]=[CH:28]1.N1CCC[C@H]1C(O)=O.C([O-])([O-])=O.[K+].[K+], predict the reaction product. The product is: [N:27]1([C:2]2[CH:7]=[CH:6][C:5]([C:8]3[CH:12]=[CH:11][N:10]([CH2:13][CH2:14][C:15]([OH:17])=[O:16])[C:9]=3[C:18]3[CH:23]=[CH:22][C:21]([C:24]#[N:25])=[CH:20][C:19]=3[CH3:26])=[CH:4][CH:3]=2)[CH:31]=[CH:30][N:29]=[CH:28]1. (9) Given the reactants [NH2:1][C:2]1[N:7]=[CH:6][N:5]=[C:4]2[N:8]([C:33]3[CH:38]=[CH:37][C:36]([CH:39]=O)=[CH:35][CH:34]=3)[N:9]=[C:10]([C:11]3[CH:16]=[CH:15][C:14]([NH:17][C:18](=[O:30])[C:19]4[CH:24]=[CH:23][C:22]([C:25]([F:28])([F:27])[F:26])=[CH:21][C:20]=4[F:29])=[C:13]([O:31][CH3:32])[CH:12]=3)[C:3]=12.[NH2:41][CH2:42][CH2:43][N:44]1[CH2:49][CH2:48][O:47][CH2:46][CH2:45]1.C(O[BH-](OC(=O)C)OC(=O)C)(=O)C.[Na+].[OH-].[Na+], predict the reaction product. The product is: [NH2:1][C:2]1[N:7]=[CH:6][N:5]=[C:4]2[N:8]([C:33]3[CH:34]=[CH:35][C:36]([CH2:39][NH:41][CH2:42][CH2:43][N:44]4[CH2:49][CH2:48][O:47][CH2:46][CH2:45]4)=[CH:37][CH:38]=3)[N:9]=[C:10]([C:11]3[CH:16]=[CH:15][C:14]([NH:17][C:18](=[O:30])[C:19]4[CH:24]=[CH:23][C:22]([C:25]([F:27])([F:28])[F:26])=[CH:21][C:20]=4[F:29])=[C:13]([O:31][CH3:32])[CH:12]=3)[C:3]=12.